From a dataset of Reaction yield outcomes from USPTO patents with 853,638 reactions. Predict the reaction yield, written as a fraction of the theoretical maximum amount of product (1.0 means a 100% yield; for example, 0.34 means a 34% yield). (1) The reactants are [Br:1][C:2]1[CH:3]=[C:4]([CH:7]=[C:8]([F:10])[CH:9]=1)[CH:5]=O.[CH3:11][N:12]1[CH2:17][CH2:16][NH:15][CH2:14][CH2:13]1.CC(O)=O.[BH3-]C#N.[Na+]. The catalyst is CO. The product is [Br:1][C:2]1[CH:3]=[C:4]([CH:7]=[C:8]([F:10])[CH:9]=1)[CH2:5][N:15]1[CH2:16][CH2:17][N:12]([CH3:11])[CH2:13][CH2:14]1. The yield is 0.510. (2) The reactants are Cl.[CH2:2]([O:4][C:5]([C@H:7]1[C@@H:12]([NH2:13])[CH2:11][CH:10]=[CH:9][CH2:8]1)=[O:6])[CH3:3].C(N(CC)CC)C.S([O-])([O-])(=O)=O.[Mg+2].[F:27][C:28]1[CH:35]=[CH:34][C:31]([CH:32]=O)=[CH:30][CH:29]=1.[BH4-].[Na+].C(=O)(O)[O-].[Na+]. The catalyst is CO.O1CCCC1. The product is [CH2:2]([O:4][C:5]([CH:7]1[CH:12]([NH:13][CH2:32][C:31]2[CH:34]=[CH:35][C:28]([F:27])=[CH:29][CH:30]=2)[CH2:11][CH:10]=[CH:9][CH2:8]1)=[O:6])[CH3:3]. The yield is 0.969. (3) The reactants are CO[CH:3]=[C:4]1[C:13]2[C:8](=[CH:9][CH:10]=[CH:11][CH:12]=2)[C:7](=[O:14])[NH:6][C:5]1=[O:15].[N:16]1([C:22]2[CH:27]=[CH:26][C:25]([NH2:28])=[CH:24][CH:23]=2)[CH2:21][CH2:20][O:19][CH2:18][CH2:17]1. The catalyst is CN(C)C=O. The product is [N:16]1([C:22]2[CH:23]=[CH:24][C:25]([NH:28]/[CH:3]=[C:4]3\[C:5](=[O:15])[NH:6][C:7](=[O:14])[C:8]4[C:13]\3=[CH:12][CH:11]=[CH:10][CH:9]=4)=[CH:26][CH:27]=2)[CH2:17][CH2:18][O:19][CH2:20][CH2:21]1. The yield is 0.800. (4) The reactants are CN(C(ON1N=NC2C=CC=NC1=2)=[N+](C)C)C.F[P-](F)(F)(F)(F)F.[CH3:25][O:26][C@:27]1([C:36]2[CH:45]=[CH:44][C:43]3[C:38](=[CH:39][C:40]([CH:48]=[CH2:49])=[C:41]([O:46][CH3:47])[CH:42]=3)[CH:37]=2)[CH2:31][NH:30][C@H:29]([C:32]([O:34][CH3:35])=[O:33])[CH2:28]1.[CH2:50]([O:56][C:57]([NH:59][C@@H:60]([C:64]([CH3:67])([CH3:66])[CH3:65])[C:61](O)=[O:62])=[O:58])[CH2:51][CH2:52][CH2:53][CH:54]=[CH2:55].CCN(C(C)C)C(C)C. The catalyst is C(Cl)Cl. The product is [CH2:50]([O:56][C:57]([NH:59][C@@H:60]([C:64]([CH3:67])([CH3:66])[CH3:65])[C:61]([N:30]1[CH2:31][C@:27]([O:26][CH3:25])([C:36]2[CH:45]=[CH:44][C:43]3[C:38](=[CH:39][C:40]([CH:48]=[CH2:49])=[C:41]([O:46][CH3:47])[CH:42]=3)[CH:37]=2)[CH2:28][C@H:29]1[C:32]([O:34][CH3:35])=[O:33])=[O:62])=[O:58])[CH2:51][CH2:52][CH2:53][CH:54]=[CH2:55]. The yield is 0.580. (5) The reactants are [CH:1]1(I)[CH2:6][CH2:5][CH2:4][CH2:3][CH2:2]1.[Cl-].[Li+].[Cu]C#N.[C:13]([O:17][CH3:18])(=[O:16])[C:14]#[CH:15].[I:19]I. The catalyst is O1CCCC1.[Zn].BrCCBr.C[Si](Cl)(C)C. The product is [CH3:18][O:17][C:13](=[O:16])/[C:14](/[I:19])=[CH:15]\[CH:1]1[CH2:6][CH2:5][CH2:4][CH2:3][CH2:2]1. The yield is 0.990. (6) The reactants are [Cl:1][C:2]1[CH:3]=[C:4]([CH:21]=[CH:22][C:23]=1[NH:24][C:25]([NH:27][CH:28]1[CH2:30][CH2:29]1)=[O:26])[O:5][C:6]1[C:15]2[C:10](=[CH:11][C:12]([O:19][CH3:20])=[C:13]([C:16]([OH:18])=O)[CH:14]=2)[N:9]=[CH:8][CH:7]=1.Cl.C(N=C=N[CH2:37][CH2:38][CH2:39][N:40](C)C)C.O.ON1C2C=CC=CC=2N=N1.C(N(CC)CC)C.C1(N)CC1. The catalyst is CN(C)C=O.O.C(OCC)(=O)C. The product is [CH:39]1([NH:40][C:16]([C:13]2[CH:14]=[C:15]3[C:10](=[CH:11][C:12]=2[O:19][CH3:20])[N:9]=[CH:8][CH:7]=[C:6]3[O:5][C:4]2[CH:21]=[CH:22][C:23]([NH:24][C:25]([NH:27][CH:28]3[CH2:29][CH2:30]3)=[O:26])=[C:2]([Cl:1])[CH:3]=2)=[O:18])[CH2:37][CH2:38]1. The yield is 0.426. (7) The reactants are [OH:1][CH:2]([C:46]1[CH:51]=[CH:50][CH:49]=[CH:48][CH:47]=1)[CH2:3][CH2:4][CH:5]1[C:8](=[O:9])[N:7]([C:10]2[CH:15]=[CH:14][C:13]([NH:16][C:17](=[O:37])[CH2:18][CH2:19][CH2:20][CH2:21][NH:22][C:23](=[O:36])[CH:24]([NH2:35])[CH2:25][C:26]3[CH:31]=[CH:30][C:29]([N:32]=[N+:33]=[N-:34])=[CH:28][CH:27]=3)=[CH:12][CH:11]=2)[CH:6]1[C:38]1[CH:43]=[CH:42][C:41]([O:44][CH3:45])=[CH:40][CH:39]=1.[C:52](C1CC(=O)N(O)C1=O)(=[O:66])[CH2:53][CH2:54][CH2:55][CH2:56][C@H:57]1[C@@H:65]2[C@@H:60]([NH:61][C:62]([NH:64]2)=[O:63])[CH2:59][S:58]1. The catalyst is CN(C)C=O. The product is [N:32]([C:29]1[CH:30]=[CH:31][C:26]([CH2:25][CH:24]([NH:35][C:52](=[O:66])[CH2:53][CH2:54][CH2:55][CH2:56][CH:57]2[CH:65]3[NH:64][C:62](=[O:63])[NH:61][CH:60]3[CH2:59][S:58]2)[C:23](=[O:36])[NH:22][CH2:21][CH2:20][CH2:19][CH2:18][C:17](=[O:37])[NH:16][C:13]2[CH:12]=[CH:11][C:10]([N:7]3[C:8](=[O:9])[CH:5]([CH2:4][CH2:3][CH:2]([OH:1])[C:46]4[CH:47]=[CH:48][CH:49]=[CH:50][CH:51]=4)[CH:6]3[C:38]3[CH:39]=[CH:40][C:41]([O:44][CH3:45])=[CH:42][CH:43]=3)=[CH:15][CH:14]=2)=[CH:27][CH:28]=1)=[N+:33]=[N-:34]. The yield is 0.550.